From a dataset of Catalyst prediction with 721,799 reactions and 888 catalyst types from USPTO. Predict which catalyst facilitates the given reaction. Reactant: [Br:1][C:2]1[C:11]2[CH2:10][CH2:9][NH:8][CH2:7][CH2:6][C:5]=2[S:4][C:3]=1CC1C(F)=CC=CC=1Cl.O.[C:22]([O-:25])(O)=[O:23].[Na+].[CH3:27][C:28](O)=O. Product: [CH2:27]([O:25][C:22]([N:8]1[CH2:9][CH2:10][C:11]2[C:2]([Br:1])=[CH:3][S:4][C:5]=2[CH2:6][CH2:7]1)=[O:23])[CH3:28]. The catalyst class is: 401.